This data is from Reaction yield outcomes from USPTO patents with 853,638 reactions. The task is: Predict the reaction yield, written as a fraction of the theoretical maximum amount of product (1.0 means a 100% yield; for example, 0.34 means a 34% yield). (1) The reactants are [F:1][C:2]1[CH:3]=[C:4]2[C:8](=[CH:9][CH:10]=1)[NH:7][C:6](=[O:11])[C:5]2=[N:12][N:13]=[CH:14][C:15]1[NH:19][C:18]([CH3:20])=[C:17]([C:21]([NH:23][CH2:24][CH2:25][CH2:26][CH2:27][CH2:28][C:29](O)=[O:30])=[O:22])[C:16]=1[CH3:32].Cl.C(N=C=NCCCN(C)C)C.O[C:46]1[C:54]2[N:53]=N[NH:51][C:50]=2[CH:49]=[CH:48][CH:47]=1.C(N(CC)CC)C.C1(N)C=CC=CC=1N. The catalyst is [Cl-].[Na+].O.CN(C=O)C. The product is [F:1][C:2]1[CH:3]=[C:4]2[C:8](=[CH:9][CH:10]=1)[NH:7][C:6](=[O:11])[C:5]2=[N:12][N:13]=[CH:14][C:15]1[NH:19][C:18]([CH3:20])=[C:17]([C:21]([NH:23][CH2:24][CH2:25][CH2:26][CH2:27][CH2:28][C:29]([NH:51][C:50]2[CH:49]=[CH:48][CH:47]=[CH:46][C:54]=2[NH2:53])=[O:30])=[O:22])[C:16]=1[CH3:32]. The yield is 0.810. (2) The reactants are [Cl:1][C:2]1[CH:3]=[C:4]([N+:19]([O-])=O)[CH:5]=[CH:6][C:7]=1[O:8][C:9]1[CH:10]=[N:11][C:12]2[C:17]([CH:18]=1)=[CH:16][CH:15]=[CH:14][CH:13]=2.[NH4+].[Cl-].O. The catalyst is CCO.[Fe]. The product is [Cl:1][C:2]1[CH:3]=[C:4]([NH2:19])[CH:5]=[CH:6][C:7]=1[O:8][C:9]1[CH:10]=[N:11][C:12]2[C:17]([CH:18]=1)=[CH:16][CH:15]=[CH:14][CH:13]=2. The yield is 0.950. (3) The reactants are [CH2:1]([O:3][C:4](=[O:25])[C:5]1[CH:10]=[CH:9][C:8]([NH:11][C:12](=[O:24])[CH2:13][CH2:14][N:15]2[C:19]([NH2:20])=[C:18]([C:21](=[O:23])[NH2:22])[N:17]=[CH:16]2)=[CH:7][CH:6]=1)[CH3:2].[C:26](N1C=CN=C1)(N1C=CN=C1)=[O:27].Cl. The catalyst is CN(C)C1C=CN=CC=1.N1C=CC=CC=1. The product is [CH2:1]([O:3][C:4](=[O:25])[C:5]1[CH:10]=[CH:9][C:8]([NH:11][C:12](=[O:24])[CH2:13][CH2:14][N:15]2[CH:16]=[N:17][C:18]3[C:21](=[O:23])[NH:22][C:26](=[O:27])[NH:20][C:19]2=3)=[CH:7][CH:6]=1)[CH3:2]. The yield is 0.510. (4) The reactants are [F:1][C:2]([F:12])([F:11])[C:3]([CH3:10])([CH3:9])[C:4](=O)[CH2:5][C:6]#[N:7].Cl.[NH2:14][OH:15].[OH-].[Na+]. The catalyst is O. The product is [F:1][C:2]([F:12])([F:11])[C:3]([C:4]1[CH:5]=[C:6]([NH2:7])[O:15][N:14]=1)([CH3:10])[CH3:9]. The yield is 0.610. (5) The reactants are [CH3:1][C:2]1[O:6][N:5]=[C:4]([C:7]2[CH:12]=[CH:11][CH:10]=[CH:9][CH:8]=2)[C:3]=1[CH2:13][O:14][C:15]1[CH:23]=[CH:22][C:18]([C:19]([OH:21])=O)=[CH:17][N:16]=1.C(N(C(C)C)C(C)C)C.O.ON1C2C=CC=CC=2N=N1.F[B-](F)(F)F.N1(OC(N(C)C)=[N+](C)C)C2C=CC=CC=2N=N1.OC[NH:68][C:69](=[NH:71])[CH3:70]. The catalyst is CN(C=O)C.O. The product is [CH3:70][C:69]1[N:71]=[C:19]([C:18]2[CH:22]=[CH:23][C:15]([O:14][CH2:13][C:3]3[C:4]([C:7]4[CH:8]=[CH:9][CH:10]=[CH:11][CH:12]=4)=[N:5][O:6][C:2]=3[CH3:1])=[N:16][CH:17]=2)[O:21][N:68]=1. The yield is 0.690. (6) The reactants are Cl.Cl.[Cl:3][C:4]1[CH:9]=[CH:8][C:7]([CH:10]([C:12]2[N:16]3[CH2:17][CH2:18][NH:19][CH2:20][C:15]3=[N:14][N:13]=2)[NH2:11])=[CH:6][CH:5]=1.[N+](C1C=CC(C([O:30][C@H:31]2[C:35]3[N:36]=[CH:37][N:38]=[C:39]([Cl:40])[C:34]=3[C@H:33]([CH3:41])[CH2:32]2)=O)=CC=1)([O-])=O.CCN(C(C)C)C(C)C.CN1C(=O)CCC1.[OH-].[Na+]. The catalyst is CO. The product is [ClH:3].[ClH:40].[NH2:11][CH:10]([C:7]1[CH:8]=[CH:9][C:4]([Cl:3])=[CH:5][CH:6]=1)[C:12]1[N:16]2[CH2:17][CH2:18][N:19]([C:39]3[C:34]4[C@H:33]([CH3:41])[CH2:32][C@@H:31]([OH:30])[C:35]=4[N:36]=[CH:37][N:38]=3)[CH2:20][C:15]2=[N:14][N:13]=1. The yield is 0.250.